From a dataset of Full USPTO retrosynthesis dataset with 1.9M reactions from patents (1976-2016). Predict the reactants needed to synthesize the given product. (1) The reactants are: [CH3:1][CH:2]([N:4]1[C:12](/[CH:13]=[CH:14]/[C@H:15]([OH:24])[CH2:16][C@H:17]([OH:23])[CH2:18][C:19]([O:21]C)=[O:20])=[C:11]([C:25]2[CH:30]=[CH:29][C:28]([F:31])=[CH:27][CH:26]=2)[C:10]2[C:5]1=[CH:6][CH:7]=[CH:8][CH:9]=2)[CH3:3].[OH-].[Na+:33].C(#N)C. Given the product [CH3:3][CH:2]([N:4]1[C:12](/[CH:13]=[CH:14]/[CH:15]([OH:24])[CH2:16][CH:17]([OH:23])[CH2:18][C:19]([O-:21])=[O:20])=[C:11]([C:25]2[CH:26]=[CH:27][C:28]([F:31])=[CH:29][CH:30]=2)[C:10]2[CH:9]=[CH:8][CH:7]=[CH:6][C:5]1=2)[CH3:1].[Na+:33], predict the reactants needed to synthesize it. (2) Given the product [C:1]([O:5][C:6](=[O:53])[CH2:7][C@H:8]([NH:27][C:28]([C@@H:30]1[CH2:35][CH2:34][CH2:33][N:32]([C:36](=[O:52])[CH2:37][CH2:38][CH:39]2[CH2:40][CH2:41][N:42]([C:45]([O:47][C:48]([CH3:51])([CH3:50])[CH3:49])=[O:46])[CH2:43][CH2:44]2)[CH2:31]1)=[O:29])[C:9]1[CH:10]=[N:11][CH:12]=[C:13]([CH2:15][CH2:16][C:17]2[CH:22]=[CH:21][CH:20]=[C:19]([O:23][CH2:24][CH2:25][F:26])[CH:18]=2)[CH:14]=1)([CH3:2])([CH3:4])[CH3:3], predict the reactants needed to synthesize it. The reactants are: [C:1]([O:5][C:6](=[O:53])[CH2:7][C@H:8]([NH:27][C:28]([C@@H:30]1[CH2:35][CH2:34][CH2:33][N:32]([C:36](=[O:52])[CH2:37][CH2:38][CH:39]2[CH2:44][CH2:43][N:42]([C:45]([O:47][C:48]([CH3:51])([CH3:50])[CH3:49])=[O:46])[CH2:41][CH2:40]2)[CH2:31]1)=[O:29])[C:9]1[CH:10]=[N:11][CH:12]=[C:13]([C:15]#[C:16][C:17]2[CH:22]=[CH:21][CH:20]=[C:19]([O:23][CH2:24][CH2:25][F:26])[CH:18]=2)[CH:14]=1)([CH3:4])([CH3:3])[CH3:2]. (3) Given the product [F:25][C:26]([F:48])([F:49])[CH2:27][NH:28][C:29]([C:31]1([CH2:44][CH2:45][CH2:46][N:16]2[CH2:15][CH2:14][N:13]([C:10]3[CH:11]=[CH:12][C:2]([CH3:1])=[C:3]([CH:9]=3)[C:4]([O:6][CH2:7][CH3:8])=[O:5])[CH2:18][CH2:17]2)[C:43]2[CH:42]=[CH:41][CH:40]=[CH:39][C:38]=2[C:37]2[C:32]1=[CH:33][CH:34]=[CH:35][CH:36]=2)=[O:30], predict the reactants needed to synthesize it. The reactants are: [CH3:1][C:2]1[CH:12]=[CH:11][C:10]([N:13]2[CH2:18][CH2:17][NH:16][CH2:15][CH2:14]2)=[CH:9][C:3]=1[C:4]([O:6][CH2:7][CH3:8])=[O:5].C(=O)([O-])[O-].[K+].[K+].[F:25][C:26]([F:49])([F:48])[CH2:27][NH:28][C:29]([C:31]1([CH2:44][CH2:45][CH2:46]Br)[C:43]2[CH:42]=[CH:41][CH:40]=[CH:39][C:38]=2[C:37]2[C:32]1=[CH:33][CH:34]=[CH:35][CH:36]=2)=[O:30]. (4) Given the product [Br:17][C:18]1[C:23]([CH3:24])=[CH:22][C:21]([C:6]2[CH:5]=[CH:4][N:3]=[C:2]([CH3:1])[CH:7]=2)=[CH:20][C:19]=1[CH3:26], predict the reactants needed to synthesize it. The reactants are: [CH3:1][C:2]1[CH:7]=[C:6](B2OC(C)(C)C(C)(C)O2)[CH:5]=[CH:4][N:3]=1.[Br:17][C:18]1[C:23]([CH3:24])=[CH:22][C:21](I)=[CH:20][C:19]=1[CH3:26]. (5) Given the product [F:13][C:10]([F:11])([F:12])[CH:9]([C:14]1[CH:19]=[CH:18][N:17]=[C:16]([C:20](=[O:22])[CH3:21])[CH:15]=1)[OH:8], predict the reactants needed to synthesize it. The reactants are: [Si]([O:8][CH:9]([C:14]1[CH:19]=[CH:18][N:17]=[C:16]([C:20](=[O:22])[CH3:21])[CH:15]=1)[C:10]([F:13])([F:12])[F:11])(C(C)(C)C)(C)C.[F-].C([N+](CCCC)(CCCC)CCCC)CCC.[Cl-].[NH4+]. (6) Given the product [Si:1]([O:8][CH2:9][C:10]1[CH:11]=[C:12]2[C:17](=[N:18][C:19]=1[CH:20]([O:21][CH3:22])[O:23][CH3:24])[N:16]([C:25]([NH:34][C:35]1[CH:42]=[C:41]([O:43][CH2:44][CH2:45][O:46][CH3:47])[C:38]([C:39]#[N:40])=[CH:37][N:36]=1)=[O:26])[CH2:15][CH2:14][CH2:13]2)([C:4]([CH3:6])([CH3:7])[CH3:5])([CH3:2])[CH3:3], predict the reactants needed to synthesize it. The reactants are: [Si:1]([O:8][CH2:9][C:10]1[CH:11]=[C:12]2[C:17](=[N:18][C:19]=1[CH:20]([O:23][CH3:24])[O:21][CH3:22])[N:16]([C:25](OC1C=CC=CC=1)=[O:26])[CH2:15][CH2:14][CH2:13]2)([C:4]([CH3:7])([CH3:6])[CH3:5])([CH3:3])[CH3:2].[NH2:34][C:35]1[CH:42]=[C:41]([O:43][CH2:44][CH2:45][O:46][CH3:47])[C:38]([C:39]#[N:40])=[CH:37][N:36]=1.[Li+].C[Si]([N-][Si](C)(C)C)(C)C.[NH4+].[Cl-].